This data is from Catalyst prediction with 721,799 reactions and 888 catalyst types from USPTO. The task is: Predict which catalyst facilitates the given reaction. (1) Reactant: [O:1]=[C:2]1[N:10]([CH2:11][CH2:12][CH3:13])[C:9]2[N:8]=[C:7]([C:14]34[CH2:21][CH2:20][C:17]([CH2:22][CH2:23][C:24]5[N:28](CCC#N)[N:27]=[N:26][N:25]=5)([CH2:18][CH2:19]3)[CH2:16][CH2:15]4)[NH:6][C:5]=2[C:4](=[O:33])[N:3]1[CH2:34][CH2:35][CH3:36].[OH-].[Na+]. Product: [CH2:34]([N:3]1[C:4](=[O:33])[C:5]2[NH:6][C:7]([C:14]34[CH2:15][CH2:16][C:17]([CH2:22][CH2:23][C:24]5[NH:28][N:27]=[N:26][N:25]=5)([CH2:18][CH2:19]3)[CH2:20][CH2:21]4)=[N:8][C:9]=2[N:10]([CH2:11][CH2:12][CH3:13])[C:2]1=[O:1])[CH2:35][CH3:36]. The catalyst class is: 1. (2) Reactant: [CH3:1][O:2][C:3]([C:5]1[CH:13]=[C:12]2[C:8]([C:9]3[C:17]([N:18]4[CH2:23][CH2:22][O:21][CH:20]([CH2:24][NH:25]C(OC(C)(C)C)=O)[CH2:19]4)=[N:16][CH:15]=[N:14][C:10]=3[NH:11]2)=[CH:7][CH:6]=1)=[O:4].CC1C=CC(S(O)(=O)=O)=CC=1. Product: [NH2:25][CH2:24][CH:20]1[CH2:19][N:18]([C:17]2[C:9]3[C:8]4[C:12](=[CH:13][C:5]([C:3]([O:2][CH3:1])=[O:4])=[CH:6][CH:7]=4)[NH:11][C:10]=3[N:14]=[CH:15][N:16]=2)[CH2:23][CH2:22][O:21]1. The catalyst class is: 5. (3) Reactant: Br[CH:2]([C:4]1[C:13]([O:14][CH3:15])=[C:12]([C:16]([O:18][CH3:19])=[O:17])[C:11]2[C:6](=[CH:7][CH:8]=[C:9]([F:20])[CH:10]=2)[N:5]=1)[CH3:3].[N-:21]=[N+:22]=[N-:23].[Na+].O. Product: [N:21]([CH:2]([C:4]1[C:13]([O:14][CH3:15])=[C:12]([C:16]([O:18][CH3:19])=[O:17])[C:11]2[C:6](=[CH:7][CH:8]=[C:9]([F:20])[CH:10]=2)[N:5]=1)[CH3:3])=[N+:22]=[N-:23]. The catalyst class is: 3. (4) Reactant: [Br:1][C:2]1[C:3](Cl)=[C:4]([N+:9]([O-:11])=[O:10])[C:5]([NH2:8])=[N:6][CH:7]=1.[N:13]1([CH2:19][C:20]([NH:22][C:23]2[CH:24]=[N:25][CH:26]=[CH:27][CH:28]=2)=[O:21])[CH2:18][CH2:17][NH:16][CH2:15][CH2:14]1.C(N(C(C)C)CC)(C)C. Product: [NH2:8][C:5]1[C:4]([N+:9]([O-:11])=[O:10])=[C:3]([N:16]2[CH2:17][CH2:18][N:13]([CH2:19][C:20]([NH:22][C:23]3[CH:24]=[N:25][CH:26]=[CH:27][CH:28]=3)=[O:21])[CH2:14][CH2:15]2)[C:2]([Br:1])=[CH:7][N:6]=1. The catalyst class is: 32. (5) Reactant: C(N(CC)CC)C.[CH3:8][S:9](Cl)(=[O:11])=[O:10].[F:13][C:14]1[CH:19]=[CH:18][C:17]([CH3:20])=[CH:16][C:15]=1[C:21]1[O:25][N:24]=[C:23]([CH2:26][OH:27])[CH:22]=1. Product: [F:13][C:14]1[CH:19]=[CH:18][C:17]([CH3:20])=[CH:16][C:15]=1[C:21]1[O:25][N:24]=[C:23]([CH2:26][O:27][S:9]([CH3:8])(=[O:11])=[O:10])[CH:22]=1. The catalyst class is: 4. (6) The catalyst class is: 30. Product: [C:9]([O:18][C:17]([NH:1][C@@H:2]([CH2:6][S:7][CH2:8][C:9]1[CH:10]=[CH:11][C:12]([O:15][CH3:16])=[CH:13][CH:14]=1)[C:3]([OH:5])=[O:4])=[O:20])([CH3:14])([CH3:10])[CH3:8]. Reactant: [NH2:1][C@@H:2]([CH2:6][S:7][CH2:8][C:9]1[CH:14]=[CH:13][C:12]([O:15][CH3:16])=[CH:11][CH:10]=1)[C:3]([OH:5])=[O:4].[C:17](=[O:20])([O-])[O-:18].[K+].[K+].